Dataset: Catalyst prediction with 721,799 reactions and 888 catalyst types from USPTO. Task: Predict which catalyst facilitates the given reaction. (1) Reactant: [OH:1][C:2]1[CH:11]=[C:10]2[C:5]([C:6]([O:12][C:13]3[C:14]([C:23](=[O:25])[CH3:24])=[N:15][C:16]4[C:21]([CH:22]=3)=[CH:20][CH:19]=[CH:18][CH:17]=4)=[CH:7][CH:8]=[N:9]2)=[CH:4][C:3]=1[O:26][CH3:27].C(=O)([O-])[O-].[K+].[K+].Br[CH2:35][CH2:36][CH2:37][OH:38]. Product: [OH:38][CH2:37][CH2:36][CH2:35][O:1][C:2]1[CH:11]=[C:10]2[C:5]([C:6]([O:12][C:13]3[C:14]([C:23](=[O:25])[CH3:24])=[N:15][C:16]4[C:21]([CH:22]=3)=[CH:20][CH:19]=[CH:18][CH:17]=4)=[CH:7][CH:8]=[N:9]2)=[CH:4][C:3]=1[O:26][CH3:27]. The catalyst class is: 9. (2) Product: [CH:1]([C:3]1[CH:10]=[CH:9][C:6]([CH2:7][N:11]2[CH2:16][CH2:15][O:14][CH2:13][CH2:12]2)=[CH:5][CH:4]=1)=[CH2:2]. Reactant: [CH:1]([C:3]1[CH:10]=[CH:9][C:6]([CH2:7]Cl)=[CH:5][CH:4]=1)=[CH2:2].[NH:11]1[CH2:16][CH2:15][O:14][CH2:13][CH2:12]1. The catalyst class is: 5. (3) Reactant: [Br:1][C:2]1[CH:3]=[C:4]([S:9]([NH2:12])(=[O:11])=[O:10])[CH:5]=[N:6][C:7]=1Cl.[F:13][C:14]1[CH:19]=[C:18]([F:20])[CH:17]=[CH:16][C:15]=1[OH:21].C(=O)([O-])[O-].[Cs+].[Cs+]. Product: [Br:1][C:2]1[CH:3]=[C:4]([S:9]([NH2:12])(=[O:11])=[O:10])[CH:5]=[N:6][C:7]=1[O:21][C:15]1[CH:16]=[CH:17][C:18]([F:20])=[CH:19][C:14]=1[F:13]. The catalyst class is: 16. (4) Reactant: [NH2:1][C:2]1[N:6]([C:7]2[C:15]([Cl:16])=[C:10]3[CH2:11][CH2:12][CH2:13][CH2:14][N:9]3[N:8]=2)[N:5]=[CH:4][C:3]=1[C:17]#[N:18].O.[C:20]1([CH3:30])[CH:25]=[CH:24][C:23](S(O)(=O)=O)=[CH:22][CH:21]=1.CC(C1CC1)=O.O. Product: [Cl:16][C:15]1[C:7]([N:6]2[C:2]([NH:1][CH:24]([CH:23]3[CH2:22][CH2:21]3)[CH:25]3[CH2:20][CH2:30]3)=[C:3]([C:17]#[N:18])[CH:4]=[N:5]2)=[N:8][N:9]2[CH2:14][CH2:13][CH2:12][CH2:11][C:10]=12. The catalyst class is: 11. (5) Reactant: [CH2:1]([S:3][C:4]1[CH:9]=[CH:8][CH:7]=[CH:6][C:5]=1[C:10]1[NH:22][C:13]2=[N:14][CH:15]=[C:16]([C:18]([F:21])([F:20])[F:19])[CH:17]=[C:12]2[N:11]=1)[CH3:2].CN(C=O)C.[H-].[Na+].[CH3:30][O:31][CH2:32]Cl. Product: [CH3:30][O:31][CH2:32][N:22]1[C:13]2=[N:14][CH:15]=[C:16]([C:18]([F:21])([F:19])[F:20])[CH:17]=[C:12]2[N:11]=[C:10]1[C:5]1[CH:6]=[CH:7][CH:8]=[CH:9][C:4]=1[S:3][CH2:1][CH3:2]. The catalyst class is: 6. (6) Reactant: [C:1]([C:3]1[CH:4]=[C:5]([N:9]([N:17]([CH2:24][CH2:25][CH3:26])C(=O)C(F)(F)F)[C:10]([O:12][C:13]([CH3:16])([CH3:15])[CH3:14])=[O:11])[CH:6]=[CH:7][CH:8]=1)#[N:2].O.[OH-].[Li+]. Product: [C:1]([C:3]1[CH:4]=[C:5]([N:9]([NH:17][CH2:24][CH2:25][CH3:26])[C:10]([O:12][C:13]([CH3:14])([CH3:15])[CH3:16])=[O:11])[CH:6]=[CH:7][CH:8]=1)#[N:2]. The catalyst class is: 5. (7) Reactant: C(N(CC)CC)C.[C:8]([C:10]1[CH:50]=[CH:49][C:13]([CH2:14][C@@:15]2([CH3:48])[N:19]3[C:20]([S:23]([N:26]4[CH2:30][CH2:29][CH2:28][C@H:27]4[C:31]([NH:33][C@H:34](C)[C:35](O)=[O:36])=[O:32])(=[O:25])=[O:24])=[CH:21][N:22]=[C:18]3[N:17]([C:39]3[CH:44]=[C:43]([Cl:45])[CH:42]=[C:41]([Cl:46])[CH:40]=3)[C:16]2=[O:47])=[CH:12][CH:11]=1)#[N:9]. Product: [OH:36][CH2:35][CH2:34][NH:33][C:31]([C@@H:27]1[CH2:28][CH2:29][CH2:30][N:26]1[S:23]([C:20]1[N:19]2[C@@:15]([CH2:14][C:13]3[CH:12]=[CH:11][C:10]([C:8]#[N:9])=[CH:50][CH:49]=3)([CH3:48])[C:16](=[O:47])[N:17]([C:39]3[CH:40]=[C:41]([Cl:46])[CH:42]=[C:43]([Cl:45])[CH:44]=3)[C:18]2=[N:22][CH:21]=1)(=[O:24])=[O:25])=[O:32]. The catalyst class is: 31.